From a dataset of NCI-60 drug combinations with 297,098 pairs across 59 cell lines. Regression. Given two drug SMILES strings and cell line genomic features, predict the synergy score measuring deviation from expected non-interaction effect. (1) Drug 1: CNC(=O)C1=CC=CC=C1SC2=CC3=C(C=C2)C(=NN3)C=CC4=CC=CC=N4. Synergy scores: CSS=-9.46, Synergy_ZIP=1.10, Synergy_Bliss=-4.99, Synergy_Loewe=-9.35, Synergy_HSA=-7.74. Cell line: NCIH23. Drug 2: CN1C(=O)N2C=NC(=C2N=N1)C(=O)N. (2) Drug 1: CC(C)NC(=O)C1=CC=C(C=C1)CNNC.Cl. Drug 2: CC(C)CN1C=NC2=C1C3=CC=CC=C3N=C2N. Cell line: SK-MEL-2. Synergy scores: CSS=15.5, Synergy_ZIP=-1.83, Synergy_Bliss=-3.62, Synergy_Loewe=5.81, Synergy_HSA=-0.811. (3) Drug 1: CC12CCC3C(C1CCC2=O)CC(=C)C4=CC(=O)C=CC34C. Drug 2: CCC1(C2=C(COC1=O)C(=O)N3CC4=CC5=C(C=CC(=C5CN(C)C)O)N=C4C3=C2)O.Cl. Cell line: SR. Synergy scores: CSS=77.3, Synergy_ZIP=-0.152, Synergy_Bliss=0.413, Synergy_Loewe=-3.97, Synergy_HSA=1.55.